From a dataset of Forward reaction prediction with 1.9M reactions from USPTO patents (1976-2016). Predict the product of the given reaction. (1) Given the reactants [F:1][C:2]1[CH:29]=[CH:28][C:5]2[N:6]=[C:7]([NH:9][C@H:10]3[CH2:13][C@H:12]([N:14]4[C:18]5[N:19]=[C:20](SC)[N:21]=[CH:22][C:17]=5[C:16]([CH3:26])([CH3:25])[C:15]4=[O:27])[CH2:11]3)[S:8][C:4]=2[CH:3]=1.C([SiH](CC)CC)C, predict the reaction product. The product is: [F:1][C:2]1[CH:29]=[CH:28][C:5]2[N:6]=[C:7]([NH:9][C@H:10]3[CH2:11][C@H:12]([N:14]4[C:18]5[N:19]=[CH:20][N:21]=[CH:22][C:17]=5[C:16]([CH3:25])([CH3:26])[C:15]4=[O:27])[CH2:13]3)[S:8][C:4]=2[CH:3]=1. (2) The product is: [NH2:28][C:24]1[CH:23]=[C:22]([N:21]([CH3:31])[C:3]2[C:2]([Cl:1])=[CH:7][N:6]=[C:5]([NH:8][C:9]3[CH:10]=[N:11][N:12]([CH:14]4[CH2:19][CH2:18][N:17]([CH3:20])[CH2:16][CH2:15]4)[CH:13]=3)[N:4]=2)[CH:27]=[CH:26][CH:25]=1. Given the reactants [Cl:1][C:2]1[C:3]([N:21]([CH3:31])[C:22]2[CH:27]=[CH:26][CH:25]=[C:24]([N+:28]([O-])=O)[CH:23]=2)=[N:4][C:5]([NH:8][C:9]2[CH:10]=[N:11][N:12]([CH:14]3[CH2:19][CH2:18][N:17]([CH3:20])[CH2:16][CH2:15]3)[CH:13]=2)=[N:6][CH:7]=1, predict the reaction product. (3) Given the reactants [Cl:1][C:2]1[CH:3]=[C:4]([C:9]2[N:13]([C:14]3[CH:19]=[CH:18][C:17]([F:20])=[C:16]([C:21]#[N:22])[CH:15]=3)[N:12]=[C:11]([C:23](O)=[O:24])[CH:10]=2)[CH:5]=[C:6]([F:8])[CH:7]=1.C(N(CC)C(C)C)(C)C.ClC1C=C(N2C(C3C=CC=C(OCCO)C=3)=CC(C([N:59]3[CH2:63][C:62](=[O:64])[NH:61][CH2:60]3)=O)=N2)C=CC=1, predict the reaction product. The product is: [Cl:1][C:2]1[CH:3]=[C:4]([C:9]2[N:13]([C:14]3[CH:19]=[CH:18][C:17]([F:20])=[C:16]([C:21]#[N:22])[CH:15]=3)[N:12]=[C:11]([C:23]([N:59]3[CH2:63][C:62](=[O:64])[NH:61][CH2:60]3)=[O:24])[CH:10]=2)[CH:5]=[C:6]([F:8])[CH:7]=1. (4) The product is: [F:21][C:22]1[CH:23]=[C:24]([C:8]2[CH:9]=[C:10]3[C:5](=[CH:6][CH:7]=2)[C:4](=[O:19])[CH2:3][C:2]3([CH3:1])[CH3:20])[CH:25]=[CH:26][C:27]=1[F:28]. Given the reactants [CH3:1][C:2]1([CH3:20])[C:10]2[C:5](=[CH:6][CH:7]=[C:8](OS(C(F)(F)F)(=O)=O)[CH:9]=2)[C:4](=[O:19])[CH2:3]1.[F:21][C:22]1[CH:23]=[C:24](B(O)O)[CH:25]=[CH:26][C:27]=1[F:28], predict the reaction product. (5) Given the reactants CS(O)(=O)=O.[CH3:6][C:7]1[NH:12][C:11]2[N:13]([C:16]3[CH:21]=[CH:20][C:19]([O:22][CH3:23])=[CH:18][C:17]=3[CH3:24])[CH2:14][CH2:15][C:10]=2[C:9](=[O:25])[CH:8]=1.C([O-])(O)=O.[Na+].N1C=CC=CC=1.[S:37](O[S:37]([C:40]([F:43])([F:42])[F:41])(=[O:39])=[O:38])([C:40]([F:43])([F:42])[F:41])(=[O:39])=[O:38], predict the reaction product. The product is: [F:41][C:40]([F:43])([F:42])[S:37]([O:25][C:9]1[CH:8]=[C:7]([CH3:6])[N:12]=[C:11]2[N:13]([C:16]3[CH:21]=[CH:20][C:19]([O:22][CH3:23])=[CH:18][C:17]=3[CH3:24])[CH2:14][CH2:15][C:10]=12)(=[O:39])=[O:38]. (6) Given the reactants [NH2:1][C:2]1[C:3]([Cl:8])=[N:4][CH:5]=[CH:6][CH:7]=1.[C:9](Cl)(=[O:16])[C:10]1[CH:15]=[CH:14][CH:13]=[CH:12][CH:11]=1, predict the reaction product. The product is: [Cl:8][C:3]1[C:2]([NH:1][C:9](=[O:16])[C:10]2[CH:15]=[CH:14][CH:13]=[CH:12][CH:11]=2)=[CH:7][CH:6]=[CH:5][N:4]=1.